Dataset: Catalyst prediction with 721,799 reactions and 888 catalyst types from USPTO. Task: Predict which catalyst facilitates the given reaction. (1) The catalyst class is: 17. Product: [C:1]([C:3]1[C:4](=[O:10])[NH:5][C:6](=[O:9])[N:7]([C:18]([NH:17][CH2:11][CH2:12][CH2:13][CH2:14][CH2:15][CH3:16])=[O:19])[CH:8]=1)#[N:2]. Reactant: [C:1]([C:3]1[C:4](=[O:10])[NH:5][C:6](=[O:9])[NH:7][CH:8]=1)#[N:2].[CH2:11]([N:17]=[C:18]=[O:19])[CH2:12][CH2:13][CH2:14][CH2:15][CH3:16].O. (2) Reactant: [O:1]=[C:2]1[CH:9](C(OC)=O)[C:8](=[O:14])[CH2:7][C:4]2([CH2:6][CH2:5]2)[NH:3]1.CO.C(OCC)(=O)C. Product: [CH2:5]1[C:4]2([CH2:7][C:8](=[O:14])[CH2:9][C:2](=[O:1])[NH:3]2)[CH2:6]1. The catalyst class is: 47. (3) Reactant: [F:1][C:2]1[C:3]([C:31]2[S:35][C:34]([C:36]3([OH:40])[CH2:39][CH2:38][CH2:37]3)=[N:33][CH:32]=2)=[C:4]2[CH:10]=[C:9]([C:11]3[CH:16]=[CH:15][CH:14]=[C:13]([S:17]([CH3:20])(=[O:19])=[O:18])[CH:12]=3)[N:8](S(C3C=CC(C)=CC=3)(=O)=O)[C:5]2=[N:6][CH:7]=1.Cl. Product: [F:1][C:2]1[C:3]([C:31]2[S:35][C:34]([C:36]3([OH:40])[CH2:39][CH2:38][CH2:37]3)=[N:33][CH:32]=2)=[C:4]2[CH:10]=[C:9]([C:11]3[CH:16]=[CH:15][CH:14]=[C:13]([S:17]([CH3:20])(=[O:19])=[O:18])[CH:12]=3)[NH:8][C:5]2=[N:6][CH:7]=1. The catalyst class is: 273. (4) Reactant: [H][H].[F:3][C:4]1[CH:9]=[CH:8][C:7]([CH:10]([OH:45])[CH2:11][CH2:12][CH:13]([C:31](N2C(C3C=CC=CC=3)COC2=O)=[O:32])[CH:14]([C:23]2[CH:30]=[CH:29][C:26](C#N)=[CH:25][CH:24]=2)[NH:15][C:16]2[CH:21]=[CH:20][C:19]([F:22])=[CH:18][CH:17]=2)=[CH:6][CH:5]=1.[NH3:46].[CH2:47](O)C. Product: [NH2:46][CH2:47][C:25]1[CH:24]=[C:23]([CH:14]2[N:15]([C:16]3[CH:21]=[CH:20][C:19]([F:22])=[CH:18][CH:17]=3)[C:31](=[O:32])[CH:13]2[CH2:12][CH2:11][CH:10]([C:7]2[CH:6]=[CH:5][C:4]([F:3])=[CH:9][CH:8]=2)[OH:45])[CH:30]=[CH:29][CH:26]=1. The catalyst class is: 181. (5) Reactant: C([O:5][C:6](=[O:46])[CH2:7][CH2:8][N:9](C(OC(C)(C)C)=O)[CH2:10][C:11]([N:13]1[C:21]2[C:16](=[CH:17][C:18]([O:22][CH2:23][C:24]3[CH:29]=[CH:28][C:27]([CH:30]4[CH2:35][CH2:34][CH2:33][CH2:32][CH2:31]4)=[C:26]([N:36]([CH3:38])[CH3:37])[CH:25]=3)=[CH:19][CH:20]=2)[CH2:15][CH2:14]1)=[O:12])(C)(C)C. Product: [CH:30]1([C:27]2[CH:28]=[CH:29][C:24]([CH2:23][O:22][C:18]3[CH:17]=[C:16]4[C:21](=[CH:20][CH:19]=3)[N:13]([C:11](=[O:12])[CH2:10][NH:9][CH2:8][CH2:7][C:6]([OH:46])=[O:5])[CH2:14][CH2:15]4)=[CH:25][C:26]=2[N:36]([CH3:37])[CH3:38])[CH2:31][CH2:32][CH2:33][CH2:34][CH2:35]1. The catalyst class is: 620. (6) Reactant: [CH2:1]([O:3][C:4]([CH:6]1[CH2:11][CH2:10][NH:9][CH2:8][CH2:7]1)=[O:5])[CH3:2].C=O.[C:14](O)(=O)C.[BH3-]C#N.[Na+]. Product: [CH2:1]([O:3][C:4]([CH:6]1[CH2:11][CH2:10][N:9]([CH3:14])[CH2:8][CH2:7]1)=[O:5])[CH3:2]. The catalyst class is: 5. (7) Reactant: C(OC([N:8]1[CH2:12][CH2:11][CH2:10][C@H:9]1[CH2:13][O:14][C:15]1[CH:23]=[CH:22][C:18](C(O)=O)=[CH:17][CH:16]=1)=O)(C)(C)C.C(Cl)Cl.[C:27]([OH:33])(C(F)(F)F)=[O:28].[C:34](Cl)([O:36][CH2:37][CH:38]1[C:50]2[C:45](=[CH:46][CH:47]=[CH:48][CH:49]=2)[C:44]2[C:39]1=[CH:40][CH:41]=[CH:42][CH:43]=2)=[O:35]. Product: [C:34]([C:23]1([CH:22]=[CH:18][CH:17]=[CH:16][CH:15]1[O:14][CH2:13][CH:9]1[CH2:10][CH2:11][CH2:12][NH:8]1)[C:27]([OH:33])=[O:28])([O:36][CH2:37][CH:38]1[C:50]2[C:45](=[CH:46][CH:47]=[CH:48][CH:49]=2)[C:44]2[C:39]1=[CH:40][CH:41]=[CH:42][CH:43]=2)=[O:35]. The catalyst class is: 28. (8) Reactant: [NH3:1].C(C[O:5][C:6](=O)[C:7]1[C:12]([F:13])=[CH:11][C:10]([F:14])=[CH:9][C:8]=1[NH2:15])#N. Product: [NH2:15][C:8]1[CH:9]=[C:10]([F:14])[CH:11]=[C:12]([F:13])[C:7]=1[C:6]([NH2:1])=[O:5]. The catalyst class is: 12. (9) Reactant: [N+:1]([C:4]1[CH:9]=[CH:8][C:7]([CH2:10][C:11]([OH:13])=O)=[CH:6][CH:5]=1)([O-:3])=[O:2].CN(C)C=O.C(Cl)(=O)C(Cl)=O.[CH3:25][O:26][C:27]1[CH:36]=[CH:35][C:34]([N:37]2[CH2:42][CH2:41][N:40]([CH3:43])[CH2:39][CH2:38]2)=[C:33]2[C:28]=1[CH2:29][CH2:30][NH:31][CH2:32]2. Product: [CH3:25][O:26][C:27]1[CH:36]=[CH:35][C:34]([N:37]2[CH2:38][CH2:39][N:40]([CH3:43])[CH2:41][CH2:42]2)=[C:33]2[C:28]=1[CH2:29][CH2:30][N:31]([C:11](=[O:13])[CH2:10][C:7]1[CH:6]=[CH:5][C:4]([N+:1]([O-:3])=[O:2])=[CH:9][CH:8]=1)[CH2:32]2. The catalyst class is: 4. (10) Reactant: [F:1][C:2]([F:22])([F:21])[CH:3]([C:5]1[S:9][C:8]([C:10]2[CH:15]=[CH:14][C:13]([C:16]([F:19])([F:18])[F:17])=[CH:12][CH:11]=2)=[N:7][C:6]=1[CH3:20])[OH:4].Br[CH2:24][C:25]1[CH:32]=[CH:31][C:28]([C:29]#[N:30])=[C:27]([F:33])[CH:26]=1.[H-].[Na+].O. Product: [F:33][C:27]1[CH:26]=[C:25]([CH2:24][O:4][CH:3]([C:5]2[S:9][C:8]([C:10]3[CH:11]=[CH:12][C:13]([C:16]([F:17])([F:18])[F:19])=[CH:14][CH:15]=3)=[N:7][C:6]=2[CH3:20])[C:2]([F:1])([F:21])[F:22])[CH:32]=[CH:31][C:28]=1[C:29]#[N:30]. The catalyst class is: 9.